Dataset: Retrosynthesis with 50K atom-mapped reactions and 10 reaction types from USPTO. Task: Predict the reactants needed to synthesize the given product. (1) The reactants are: C#CCSc1ccc(N(C)C(=O)NC(=O)c2c(F)cccc2F)c(F)c1.O=C(OO)c1cccc(Cl)c1. Given the product C#CCS(=O)c1ccc(N(C)C(=O)NC(=O)c2c(F)cccc2F)c(F)c1, predict the reactants needed to synthesize it. (2) The reactants are: O=C(NC(=S)Nc1cc(Br)c(F)cc1F)c1ccccc1. Given the product NC(=S)Nc1cc(Br)c(F)cc1F, predict the reactants needed to synthesize it. (3) Given the product CNC(=S)N1CCOCC1c1nnn(-c2cccc(Cl)c2)n1, predict the reactants needed to synthesize it. The reactants are: CN=C=S.Clc1cccc(-n2nnc(C3COCCN3)n2)c1. (4) Given the product NC(=O)c1cc2c(Br)cccc2n1Cc1cccc(F)c1, predict the reactants needed to synthesize it. The reactants are: N.O=C(OCc1ccccc1)c1cc2c(Br)cccc2n1Cc1cccc(F)c1. (5) Given the product CCCCCCCCCC/C=C/c1ccccc1C=O, predict the reactants needed to synthesize it. The reactants are: CCCCCCCCCC/C=C/c1ccccc1CO. (6) Given the product COCCCC[C@H](Nc1ccc(C(=O)NCCC(=O)O)cc1)c1oc2ccc(OC)cc2c1C, predict the reactants needed to synthesize it. The reactants are: CCOC(=O)CCNC(=O)c1ccc(NC(CCCCOC)c2oc3ccc(OC)cc3c2C)cc1.